From a dataset of Reaction yield outcomes from USPTO patents with 853,638 reactions. Predict the reaction yield, written as a fraction of the theoretical maximum amount of product (1.0 means a 100% yield; for example, 0.34 means a 34% yield). (1) The reactants are [I:1][C:2]1[C:3]([S:11][C:12]2[N:20]=[C:19]3[C:15]([N:16]=[CH:17][NH:18]3)=[C:14](N)[N:13]=2)=[CH:4][C:5]2[O:9][CH2:8][O:7][C:6]=2[CH:10]=1.Cl[CH2:23][CH2:24][CH2:25][S:26]([NH:29][CH:30]([CH3:32])[CH3:31])(=[O:28])=[O:27].C([O-])([O-])=O.[Cs+].[Cs+].C[N:40](C=O)C. No catalyst specified. The product is [NH2:40][C:15]1[N:16]=[CH:17][N:18]=[C:19]2[C:14]=1[N:13]=[C:12]([S:11][C:3]1[C:2]([I:1])=[CH:10][C:6]3[O:7][CH2:8][O:9][C:5]=3[CH:4]=1)[N:20]2[CH2:23][CH2:24][CH2:25][S:26]([NH:29][CH:30]([CH3:32])[CH3:31])(=[O:28])=[O:27]. The yield is 0.260. (2) The reactants are [NH2:1][C:2]1[C:7](Br)=[N:6][C:5]([Br:9])=[CH:4][N:3]=1.[NH:10]1[CH2:15][CH2:14][CH:13]([OH:16])[CH2:12][CH2:11]1. No catalyst specified. The product is [NH2:1][C:2]1[C:7]([N:10]2[CH2:15][CH2:14][CH:13]([OH:16])[CH2:12][CH2:11]2)=[N:6][C:5]([Br:9])=[CH:4][N:3]=1. The yield is 0.790. (3) The reactants are [CH2:1]([O:3][C@@H:4]1[CH2:8][N:7]([C:9](=[O:19])[C@H:10]([CH:16]([CH3:18])[CH3:17])[NH:11][C:12]([O:14][CH3:15])=[O:13])[C@H:6]([C:20]2[NH:24][C:23]3[C:25]4[C:30]([CH:31]=[CH:32][C:22]=3[N:21]=2)=[CH:29][C:28]2[C:33]3[C:38]([CH2:39][O:40][C:27]=2[CH:26]=4)=[CH:37][C:36]([C:41]2[NH:45][C:44]([C@@H:46]4[CH2:50][CH2:49][CH2:48][N:47]4C(OC(C)(C)C)=O)=[N:43][CH:42]=2)=[CH:35][CH:34]=3)[CH2:5]1)[CH3:2].Cl.[CH3:59][O:60][C:61]([NH:63][C@@H:64]([CH:68]([CH3:70])[CH3:69])[C:65](O)=[O:66])=[O:62].CN(C(ON1N=NC2C=CC=NC1=2)=[N+](C)C)C.F[P-](F)(F)(F)(F)F.CCN(C(C)C)C(C)C. The catalyst is C(Cl)Cl.CO.CN(C=O)C.[Li+].[OH-]. The product is [CH2:1]([O:3][C@@H:4]1[CH2:8][N:7]([C:9](=[O:19])[C@@H:10]([NH:11][C:12]([O:14][CH3:15])=[O:13])[CH:16]([CH3:18])[CH3:17])[C@H:6]([C:20]2[NH:24][C:23]3[C:25]4[C:30]([CH:31]=[CH:32][C:22]=3[N:21]=2)=[CH:29][C:28]2[C:33]3[C:38]([CH2:39][O:40][C:27]=2[CH:26]=4)=[CH:37][C:36]([C:41]2[NH:45][C:44]([C@@H:46]4[CH2:50][CH2:49][CH2:48][N:47]4[C:65](=[O:66])[C@@H:64]([NH:63][C:61](=[O:62])[O:60][CH3:59])[CH:68]([CH3:70])[CH3:69])=[N:43][CH:42]=2)=[CH:35][CH:34]=3)[CH2:5]1)[CH3:2]. The yield is 0.170. (4) The product is [Br:12][C:3]1[C:4]2[C:9](=[CH:8][CH:7]=[C:6]([C:10]#[N:11])[CH:5]=2)[NH:1][N:2]=1. The reactants are [NH:1]1[C:9]2[C:4](=[CH:5][C:6]([C:10]#[N:11])=[CH:7][CH:8]=2)[CH:3]=[N:2]1.[Br:12]Br.Cl. The yield is 0.920. The catalyst is CO.[OH-].[Na+].